This data is from Catalyst prediction with 721,799 reactions and 888 catalyst types from USPTO. The task is: Predict which catalyst facilitates the given reaction. (1) Product: [CH2:21]([O:20][C:7]1[CH:8]=[CH:9][C:10]([NH:12][C:13]([O:15][C:16]([CH3:19])([CH3:18])[CH3:17])=[O:14])=[CH:11][C:6]=1[C:5]([OH:24])=[O:4])[CH:22]=[CH2:23]. The catalyst class is: 5. Reactant: C([O:4][C:5](=[O:24])[C:6]1[CH:11]=[C:10]([NH:12][C:13]([O:15][C:16]([CH3:19])([CH3:18])[CH3:17])=[O:14])[CH:9]=[CH:8][C:7]=1[O:20][CH2:21][CH:22]=[CH2:23])C=C.[OH-].[Na+]. (2) Reactant: [NH:1]1[CH:5]=[CH:4][CH:3]=[N:2]1.Cl[CH2:7]Cl.[C:9]1(C)[C:10]([S:15](Cl)(=[O:17])=[O:16])=[CH:11][CH:12]=[CH:13][CH:14]=1. Product: [CH3:7][C:13]1[CH:14]=[CH:9][C:10]([S:15]([N:1]2[CH:5]=[CH:4][CH:3]=[N:2]2)(=[O:16])=[O:17])=[CH:11][CH:12]=1. The catalyst class is: 17. (3) Reactant: C[O:2][C:3]([C:5]1[N:6]([CH2:21][C:22](=[O:34])[NH:23][CH2:24][CH2:25][N:26]([CH:28]2[CH2:33][CH2:32][CH2:31][CH2:30][CH2:29]2)[CH3:27])[C:7]2[C:12]([CH:13]=1)=[CH:11][CH:10]=[C:9]([C:14]1[CH:19]=[CH:18][C:17]([CH3:20])=[CH:16][CH:15]=1)[CH:8]=2)=[O:4].[OH-].[Na+]. Product: [CH:28]1([N:26]([CH3:27])[CH2:25][CH2:24][NH:23][C:22]([CH2:21][N:6]2[C:7]3[C:12](=[CH:11][CH:10]=[C:9]([C:14]4[CH:19]=[CH:18][C:17]([CH3:20])=[CH:16][CH:15]=4)[CH:8]=3)[CH:13]=[C:5]2[C:3]([OH:4])=[O:2])=[O:34])[CH2:29][CH2:30][CH2:31][CH2:32][CH2:33]1. The catalyst class is: 1.